From a dataset of Full USPTO retrosynthesis dataset with 1.9M reactions from patents (1976-2016). Predict the reactants needed to synthesize the given product. (1) Given the product [CH2:26]([NH:33][C:12]1[CH:13]=[C:14]2[C:9](=[CH:10][CH:11]=1)[N:8]=[C:7]([NH:16][CH2:17][C:18]1[CH:23]=[CH:22][CH:21]=[CH:20][C:19]=1[O:24][CH3:25])[CH:6]=[C:5]2[NH2:4])[C:27]1[CH:32]=[CH:31][CH:30]=[CH:29][CH:28]=1, predict the reactants needed to synthesize it. The reactants are: C([NH:4][C:5]1[C:14]2[C:9](=[CH:10][CH:11]=[C:12](Cl)[CH:13]=2)[N:8]=[C:7]([NH:16][CH2:17][C:18]2[CH:23]=[CH:22][CH:21]=[CH:20][C:19]=2[O:24][CH3:25])[CH:6]=1)C=C.[CH2:26]([NH2:33])[C:27]1[CH:32]=[CH:31][CH:30]=[CH:29][CH:28]=1. (2) The reactants are: [NH2:1][C:2]1[N:7]=[CH:6][N:5]=[C:4]2[N:8]([CH2:24][C:25]([CH3:34])([CH3:33])[CH2:26][NH:27][C:28](=[O:32])[CH2:29][C:30]#[N:31])[N:9]=[C:10]([C:11]3[CH:16]=[CH:15][C:14]([O:17][C:18]4[CH:23]=[CH:22][CH:21]=[CH:20][CH:19]=4)=[CH:13][CH:12]=3)[C:3]=12.[CH:35]1([CH:38]=O)[CH2:37][CH2:36]1.N1CCCCC1. Given the product [NH2:1][C:2]1[N:7]=[CH:6][N:5]=[C:4]2[N:8]([CH2:24][C:25]([CH3:34])([CH3:33])[CH2:26][NH:27][C:28](=[O:32])[C:29]([C:30]#[N:31])=[CH:38][CH:35]3[CH2:37][CH2:36]3)[N:9]=[C:10]([C:11]3[CH:16]=[CH:15][C:14]([O:17][C:18]4[CH:23]=[CH:22][CH:21]=[CH:20][CH:19]=4)=[CH:13][CH:12]=3)[C:3]=12, predict the reactants needed to synthesize it. (3) The reactants are: Cl[C:2]1[N:7]=[C:6]([C:8]([O:10][CH3:11])=[O:9])[CH:5]=[CH:4][C:3]=1[CH:12]=[O:13].[C:14]1(B(O)O)[CH:19]=[CH:18][CH:17]=[CH:16][CH:15]=1.C(Cl)Cl.[F-].[K+]. Given the product [CH:12]([C:3]1[CH:4]=[CH:5][C:6]([C:8]([O:10][CH3:11])=[O:9])=[N:7][C:2]=1[C:14]1[CH:19]=[CH:18][CH:17]=[CH:16][CH:15]=1)=[O:13], predict the reactants needed to synthesize it. (4) Given the product [Cl:32][C:33]1[CH:34]=[C:35]([CH:58]=[CH:59][C:60]=1[Cl:61])[CH2:36][N:37]([CH3:57])[C:38]([C:40]1[CH2:44][N:43]([CH2:45][CH2:46][C:47]#[N:49])[C:42](=[O:55])[C:41]=1[OH:56])=[O:39], predict the reactants needed to synthesize it. The reactants are: ClC1C=C(C=CC=1Cl)CN(C)C(=O)C=C1C(=O)OC(C)(C)O1.C=O.C(N(CC)CC)C.[Cl:32][C:33]1[CH:34]=[C:35]([CH:58]=[CH:59][C:60]=1[Cl:61])[CH2:36][N:37]([CH3:57])[C:38]([C:40]1[CH2:44][N:43]([CH2:45][CH2:46][C:47]([NH:49]CCC(O)=O)=O)[C:42](=[O:55])[C:41]=1[OH:56])=[O:39]. (5) The reactants are: [NH2:1][C:2]1[CH:9]=[CH:8][CH:7]=[CH:6][C:3]=1[CH:4]=O.[Cl:10][C:11]1[CH:16]=[CH:15][CH:14]=[C:13]([O:17][CH3:18])[C:12]=1[CH2:19][CH2:20][C:21]#[N:22]. Given the product [Cl:10][C:11]1[CH:16]=[CH:15][CH:14]=[C:13]([O:17][CH3:18])[C:12]=1[CH2:19][C:20]1[C:21]([NH2:22])=[N:1][C:2]2[C:3]([CH:4]=1)=[CH:6][CH:7]=[CH:8][CH:9]=2, predict the reactants needed to synthesize it. (6) Given the product [ClH:18].[C:20]1([NH:19][S:15]([C:13]2[CH:12]=[CH:11][C:8]3[CH2:9][CH2:10][N:4]([CH2:1][CH2:2][CH3:3])[CH2:5][CH2:6][C:7]=3[CH:14]=2)(=[O:17])=[O:16])[CH:25]=[CH:24][CH:23]=[CH:22][CH:21]=1, predict the reactants needed to synthesize it. The reactants are: [CH2:1]([N:4]1[CH2:10][CH2:9][C:8]2[CH:11]=[CH:12][C:13]([S:15]([Cl:18])(=[O:17])=[O:16])=[CH:14][C:7]=2[CH2:6][CH2:5]1)[CH2:2][CH3:3].[NH2:19][C:20]1[CH:25]=[CH:24][CH:23]=[CH:22][CH:21]=1.C(N(C(C)C)CC)(C)C. (7) Given the product [F:1][C:2]1[C:3]([C:20]2[S:24][C:23]([C:25]3([OH:29])[CH2:28][CH2:27][CH2:26]3)=[N:22][CH:21]=2)=[C:4]2[CH:10]=[C:9]([C:11]3[CH:12]=[N:13][N:14]([CH2:16][C:17]([NH:34][S:31]([CH3:30])(=[O:33])=[O:32])=[O:19])[CH:15]=3)[NH:8][C:5]2=[N:6][CH:7]=1, predict the reactants needed to synthesize it. The reactants are: [F:1][C:2]1[C:3]([C:20]2[S:24][C:23]([C:25]3([OH:29])[CH2:28][CH2:27][CH2:26]3)=[N:22][CH:21]=2)=[C:4]2[CH:10]=[C:9]([C:11]3[CH:12]=[N:13][N:14]([CH2:16][C:17]([OH:19])=O)[CH:15]=3)[NH:8][C:5]2=[N:6][CH:7]=1.[CH3:30][S:31]([NH2:34])(=[O:33])=[O:32].Cl.CN(C)CCCN=C=NCC. (8) Given the product [CH:6]1([C:12]2[C:20]3[C:15](=[CH:16][C:17]([C:21]#[N:23])=[CH:18][CH:19]=3)[N:14]([CH3:24])[C:13]=2[C:25]2[CH:29]=[CH:28][O:27][CH:26]=2)[CH2:7][CH2:8][CH2:9][CH2:10][CH2:11]1, predict the reactants needed to synthesize it. The reactants are: P(Cl)(Cl)(Cl)=O.[CH:6]1([C:12]2[C:20]3[C:15](=[CH:16][C:17]([C:21]([NH2:23])=O)=[CH:18][CH:19]=3)[N:14]([CH3:24])[C:13]=2[C:25]2[CH:29]=[CH:28][O:27][CH:26]=2)[CH2:11][CH2:10][CH2:9][CH2:8][CH2:7]1. (9) Given the product [CH2:1]([O:8][C:9]1[CH:17]=[C:16]([O:18][CH2:19][C:20]2[CH:21]=[CH:22][CH:23]=[CH:24][CH:25]=2)[C:15]([C:26]([CH3:28])=[CH2:27])=[CH:14][C:10]=1[C:11]([N:75]1[CH2:74][C:73]2[C:77](=[CH:78][CH:79]=[CH:80][C:72]=2[O:71][CH2:70][CH2:69][CH2:68][N:62]2[CH2:67][CH2:66][O:65][CH2:64][CH2:63]2)[CH2:76]1)=[O:13])[C:2]1[CH:3]=[CH:4][CH:5]=[CH:6][CH:7]=1, predict the reactants needed to synthesize it. The reactants are: [CH2:1]([O:8][C:9]1[CH:17]=[C:16]([O:18][CH2:19][C:20]2[CH:25]=[CH:24][CH:23]=[CH:22][CH:21]=2)[C:15]([C:26]([CH3:28])=[CH2:27])=[CH:14][C:10]=1[C:11]([OH:13])=O)[C:2]1[CH:7]=[CH:6][CH:5]=[CH:4][CH:3]=1.C(N(C(C)C)CC)(C)C.F[P-](F)(F)(F)(F)F.Br[P+](N1CCCC1)(N1CCCC1)N1CCCC1.[N:62]1([CH2:68][CH2:69][CH2:70][O:71][C:72]2[CH:80]=[CH:79][CH:78]=[C:77]3[C:73]=2[CH2:74][NH:75][CH2:76]3)[CH2:67][CH2:66][O:65][CH2:64][CH2:63]1.